From a dataset of Full USPTO retrosynthesis dataset with 1.9M reactions from patents (1976-2016). Predict the reactants needed to synthesize the given product. (1) Given the product [CH:18]1([NH:21][C:22](=[O:39])[C:23]2[CH:28]=[CH:27][C:26]([CH3:29])=[C:25]([C:2]3[CH:3]=[C:4]4[C:9](=[CH:10][CH:11]=3)[C:8]([N:12]3[CH2:17][CH2:16][NH:15][CH2:14][CH2:13]3)=[N:7][N:6]=[CH:5]4)[CH:24]=2)[CH2:19][CH2:20]1, predict the reactants needed to synthesize it. The reactants are: Br[C:2]1[CH:3]=[C:4]2[C:9](=[CH:10][CH:11]=1)[C:8]([N:12]1[CH2:17][CH2:16][NH:15][CH2:14][CH2:13]1)=[N:7][N:6]=[CH:5]2.[CH:18]1([NH:21][C:22](=[O:39])[C:23]2[CH:28]=[CH:27][C:26]([CH3:29])=[C:25](B3OC(C)(C)C(C)(C)O3)[CH:24]=2)[CH2:20][CH2:19]1.C(=O)([O-])[O-].[K+].[K+]. (2) The reactants are: F[C:2]1[CH:21]=[N:20][CH:19]=[C:18]([CH:22]([CH3:24])[CH3:23])[C:3]=1[C:4]([NH:6][C:7](=[NH:17])[C:8]1[CH:13]=[CH:12][N:11]=[C:10]2[NH:14][CH:15]=[CH:16][C:9]=12)=[O:5].C([O-])([O-])=O.[Cs+].[Cs+]. Given the product [CH:22]([C:18]1[C:3]2[C:4]([OH:5])=[N:6][C:7]([C:8]3[CH:13]=[CH:12][N:11]=[C:10]4[NH:14][CH:15]=[CH:16][C:9]=34)=[N:17][C:2]=2[CH:21]=[N:20][CH:19]=1)([CH3:24])[CH3:23], predict the reactants needed to synthesize it. (3) Given the product [C:3]([O:7][C:8]([NH:10][C@@H:11]([CH3:33])[C:12]([NH:14][C@@:15]1([C:28]([OH:30])=[O:29])[CH2:22][C:19]2([CH2:20][CH2:21]2)[C@@H:18]2[C@H:16]1[C@H:17]2[C:23]([OH:25])=[O:24])=[O:13])=[O:9])([CH3:6])([CH3:4])[CH3:5], predict the reactants needed to synthesize it. The reactants are: [OH-].[Na+].[C:3]([O:7][C:8]([NH:10][C@@H:11]([CH3:33])[C:12]([NH:14][C@@:15]1([C:28]([O:30]CC)=[O:29])[CH2:22][C:19]2([CH2:21][CH2:20]2)[C@@H:18]2[C@H:16]1[C@H:17]2[C:23]([O:25]CC)=[O:24])=[O:13])=[O:9])([CH3:6])([CH3:5])[CH3:4]. (4) The reactants are: [Cl:1][C:2]1[CH:19]=[C:18]([CH2:20][C:21](=O)[C:22]2[CH:26]=[C:25]([C:27](=[O:32])C(Cl)(Cl)Cl)[NH:24][CH:23]=2)[CH:17]=[CH:16][C:3]=1[CH2:4][N:5]1C(=O)C2C(=CC=CC=2)C1=O.[Cl:34][C:35]1[CH:36]=[C:37](NCCO)[CH:38]=[CH:39][C:40]=1[F:41].[C:46]([CH:50]([N:54](C)C)N(C)C)(C)(C)C.[OH2:57].[NH2:58]N.C[N:61]([CH:63]=O)C. Given the product [Cl:34][C:35]1[CH:36]=[C:37]([CH:50]([NH:54][C:27]([C:25]2[NH:24][CH:23]=[C:22]([C:21]3[C:20]([C:18]4[CH:17]=[CH:16][C:3]([CH2:4][NH2:5])=[C:2]([Cl:1])[CH:19]=4)=[CH:63][NH:61][N:58]=3)[CH:26]=2)=[O:32])[CH2:46][OH:57])[CH:38]=[CH:39][C:40]=1[F:41], predict the reactants needed to synthesize it. (5) Given the product [Br:11][C:12]1[CH:20]=[C:19]([CH:21]=[C:3]2[C:4]3[C:9](=[CH:8][CH:7]=[CH:6][CH:5]=3)[NH:1][C:2]2=[O:10])[CH:18]=[C:17]2[C:13]=1[CH:14]=[N:15][NH:16]2, predict the reactants needed to synthesize it. The reactants are: [NH:1]1[C:9]2[C:4](=[CH:5][CH:6]=[CH:7][CH:8]=2)[CH2:3][C:2]1=[O:10].[Br:11][C:12]1[CH:20]=[C:19]([CH:21]=O)[CH:18]=[C:17]2[C:13]=1[CH:14]=[N:15][NH:16]2.